The task is: Binary Classification. Given a drug SMILES string, predict its activity (active/inactive) in a high-throughput screening assay against a specified biological target.. This data is from Kir2.1 potassium channel HTS with 301,493 compounds. (1) The drug is O=C(Nc1cc([N+]([O-])=O)c(cc1)C)CCc1ccc(OC)cc1. The result is 0 (inactive). (2) The drug is Clc1c(cc(S(=O)(=O)Nc2c(cc(cc2C)C)C)cc1)C(O)=O. The result is 0 (inactive). (3) The molecule is Oc1c(CNc2c(cccc2)C)cccc1. The result is 0 (inactive). (4) The result is 0 (inactive). The compound is Fc1c(/C=C(\NC(=O)c2ccc(cc2)C)C(=O)NCCCn2ccnc2)cccc1. (5) The compound is o1c2c(c(N)c(NC(=O)C)c1=O)cccc2. The result is 0 (inactive).